This data is from Forward reaction prediction with 1.9M reactions from USPTO patents (1976-2016). The task is: Predict the product of the given reaction. (1) Given the reactants [OH:1][C:2]1[CH:7]=[CH:6][C:5]([C:8]2[CH:9]=[C:10]3[C:15](=[CH:16][CH:17]=2)[N:14]=[C:13]([C:18]([O:20][CH3:21])=[O:19])[CH:12]=[CH:11]3)=[CH:4][CH:3]=1.C1(P(C2C=CC=CC=2)C2C=CC=CC=2)C=CC=CC=1.[Cl:41][C:42]1[CH:47]=[CH:46][CH:45]=[C:44]([Cl:48])[C:43]=1[C:49]1[C:53]([CH2:54]O)=[C:52]([C@H:56]([CH3:59])[CH2:57][CH3:58])[O:51][N:50]=1.N(C(OC(C)C)=O)=NC(OC(C)C)=O, predict the reaction product. The product is: [Cl:48][C:44]1[CH:45]=[CH:46][CH:47]=[C:42]([Cl:41])[C:43]=1[C:49]1[C:53]([CH2:54][O:1][C:2]2[CH:7]=[CH:6][C:5]([C:8]3[CH:9]=[C:10]4[C:15](=[CH:16][CH:17]=3)[N:14]=[C:13]([C:18]([O:20][CH3:21])=[O:19])[CH:12]=[CH:11]4)=[CH:4][CH:3]=2)=[C:52]([C@H:56]([CH3:59])[CH2:57][CH3:58])[O:51][N:50]=1. (2) Given the reactants CNC1(NC)C=CN=CC1.[C:11]([C:15]1[CH:16]=[C:17]([C:22]2[N:26]([CH3:27])[C:25]([C:28]#[N:29])=[CH:24][CH:23]=2)[CH:18]=[CH:19][C:20]=1[OH:21])([CH3:14])([CH3:13])[CH3:12].BrC1C=CC(O)=C(C(C)(C)C)C=1.CN1C=CC=C1C#N.[S:50](O[S:50]([C:53]([F:56])([F:55])[F:54])(=[O:52])=[O:51])([C:53]([F:56])([F:55])[F:54])(=[O:52])=[O:51].Cl, predict the reaction product. The product is: [F:54][C:53]([F:56])([F:55])[S:50]([O:21][C:20]1[CH:19]=[CH:18][C:17]([C:22]2[N:26]([CH3:27])[C:25]([C:28]#[N:29])=[CH:24][CH:23]=2)=[CH:16][C:15]=1[C:11]([CH3:14])([CH3:12])[CH3:13])(=[O:52])=[O:51]. (3) Given the reactants [CH3:1][O:2][C:3]([C:5]1[CH:10]=[CH:9][C:8]([OH:11])=[CH:7][N:6]=1)=[O:4].Cl[C:13]([F:18])([F:17])C([O-])=O.[Na+].C(=O)([O-])[O-].[Cs+].[Cs+], predict the reaction product. The product is: [F:17][CH:13]([F:18])[O:11][C:8]1[CH:9]=[CH:10][C:5]([C:3]([O:2][CH3:1])=[O:4])=[N:6][CH:7]=1. (4) Given the reactants [Br:1][C:2]1[C:3]([CH3:11])=[C:4]([Cl:10])[C:5]([CH:8]=[O:9])=[N:6][CH:7]=1.[OH-:12].[K+].II.S([O-])([O-])(=O)=S.[Na+].[Na+].[CH3:23]O, predict the reaction product. The product is: [Br:1][C:2]1[C:3]([CH3:11])=[C:4]([Cl:10])[C:5]([C:8]([O:12][CH3:23])=[O:9])=[N:6][CH:7]=1. (5) The product is: [C:1]1([C@@H:7]([NH:10][C:11](=[O:24])[C:12]2[CH:17]=[C:16]([N+:18]([O-:20])=[O:19])[CH:15]=[C:14]([N+:21]([O-:23])=[O:22])[CH:13]=2)[CH2:8][CH2:9][Si:26]([Cl:27])([CH3:28])[CH3:25])[CH:2]=[CH:3][CH:4]=[CH:5][CH:6]=1. Given the reactants [C:1]1([C@@H:7]([NH:10][C:11](=[O:24])[C:12]2[CH:17]=[C:16]([N+:18]([O-:20])=[O:19])[CH:15]=[C:14]([N+:21]([O-:23])=[O:22])[CH:13]=2)[CH:8]=[CH2:9])[CH:6]=[CH:5][CH:4]=[CH:3][CH:2]=1.[CH3:25][SiH:26]([CH3:28])[Cl:27], predict the reaction product.